From a dataset of Peptide-MHC class II binding affinity with 134,281 pairs from IEDB. Regression. Given a peptide amino acid sequence and an MHC pseudo amino acid sequence, predict their binding affinity value. This is MHC class II binding data. (1) The peptide sequence is AKLMRDIPFRVGAVV. The MHC is HLA-DQA10501-DQB10201 with pseudo-sequence HLA-DQA10501-DQB10201. The binding affinity (normalized) is 0.269. (2) The binding affinity (normalized) is 0. The MHC is HLA-DQA10303-DQB10402 with pseudo-sequence HLA-DQA10303-DQB10402. The peptide sequence is LIEVNPPFGDSYIIV.